This data is from Reaction yield outcomes from USPTO patents with 853,638 reactions. The task is: Predict the reaction yield, written as a fraction of the theoretical maximum amount of product (1.0 means a 100% yield; for example, 0.34 means a 34% yield). (1) The reactants are [F:1][C:2]1[CH:9]=[C:8]([OH:10])[C:7]([O:11][CH3:12])=[CH:6][C:3]=1[CH:4]=[O:5].[H-].[Na+].Cl[CH2:16][C:17]1[N:21]([CH3:22])[C:20]2[CH:23]=[CH:24][CH:25]=[CH:26][C:19]=2[N:18]=1.O. The catalyst is CN(C)C(=O)C. The product is [F:1][C:2]1[CH:9]=[C:8]([O:10][CH2:16][C:17]2[N:21]([CH3:22])[C:20]3[CH:23]=[CH:24][CH:25]=[CH:26][C:19]=3[N:18]=2)[C:7]([O:11][CH3:12])=[CH:6][C:3]=1[CH:4]=[O:5]. The yield is 0.840. (2) The reactants are [N+:1]([C:4]1[CH:9]=[CH:8][C:7]([OH:10])=[CH:6][CH:5]=1)([O-:3])=[O:2].Cl[CH2:12][C:13]1[O:17][N:16]=[C:15]([C:18]2[CH:23]=[CH:22][CH:21]=[CH:20][CH:19]=2)[N:14]=1.C([O-])([O-])=O.[K+].[K+]. The catalyst is CC(C)=O. The product is [N+:1]([C:4]1[CH:9]=[CH:8][C:7]([O:10][CH2:12][C:13]2[O:17][N:16]=[C:15]([C:18]3[CH:19]=[CH:20][CH:21]=[CH:22][CH:23]=3)[N:14]=2)=[CH:6][CH:5]=1)([O-:3])=[O:2]. The yield is 0.920. (3) The reactants are C[O:2][C:3](=[O:25])[C@@H:4]([NH:14][C:15]([O:17][CH2:18][C:19]1[CH:24]=[CH:23][CH:22]=[CH:21][CH:20]=1)=[O:16])[CH2:5][C:6]1[C:11]([F:12])=[CH:10][CH:9]=[CH:8][C:7]=1[F:13].[OH-].[Na+]. The catalyst is CO. The product is [CH2:18]([O:17][C:15]([NH:14][C@@H:4]([CH2:5][C:6]1[C:7]([F:13])=[CH:8][CH:9]=[CH:10][C:11]=1[F:12])[C:3]([OH:25])=[O:2])=[O:16])[C:19]1[CH:20]=[CH:21][CH:22]=[CH:23][CH:24]=1. The yield is 0.940. (4) The reactants are [N+:1]([CH:4]([CH2:11][CH2:12][CH2:13][CH2:14][CH2:15][CH2:16][CH2:17][CH2:18][CH2:19][CH2:20][CH2:21][CH2:22][CH2:23][CH2:24][CH2:25][CH2:26][CH3:27])[CH2:5][CH2:6][C:7]([O:9]C)=[O:8])([O-:3])=[O:2].[Li+].[OH-].Cl. The catalyst is COCCOC. The product is [N+:1]([CH:4]([CH2:11][CH2:12][CH2:13][CH2:14][CH2:15][CH2:16][CH2:17][CH2:18][CH2:19][CH2:20][CH2:21][CH2:22][CH2:23][CH2:24][CH2:25][CH2:26][CH3:27])[CH2:5][CH2:6][C:7]([OH:9])=[O:8])([O-:3])=[O:2]. The yield is 0.850.